This data is from Catalyst prediction with 721,799 reactions and 888 catalyst types from USPTO. The task is: Predict which catalyst facilitates the given reaction. (1) Reactant: [N:1]([C:4]1[CH:9]=[CH:8][C:7]([C:10]([F:13])([F:12])[F:11])=[CH:6][CH:5]=1)=[C:2]=[O:3].[NH:14]1[C:18]2[CH:19]=[CH:20][CH:21]=[CH:22][C:17]=2[N:16]=[C:15]1[C@H:23]1[CH2:28][CH2:27][CH2:26][C@@H:25]([NH2:29])[CH2:24]1.C(N(CC)CC)C. Product: [NH:14]1[C:18]2[CH:19]=[CH:20][CH:21]=[CH:22][C:17]=2[N:16]=[C:15]1[C@H:23]1[CH2:28][CH2:27][CH2:26][C@@H:25]([NH:29][C:2]([NH:1][C:4]2[CH:5]=[CH:6][C:7]([C:10]([F:11])([F:12])[F:13])=[CH:8][CH:9]=2)=[O:3])[CH2:24]1. The catalyst class is: 3. (2) Reactant: [F:1][C:2]1[C:7]([C:8]2[CH:13]=[CH:12][CH:11]=[C:10]([CH3:14])[CH:9]=2)=[C:6]([C@H:15]([O:29][CH2:30][CH2:31][OH:32])[C@@H:16]2[O:21][CH2:20][CH2:19][N:18]([C:22]([O:24][C:25]([CH3:28])([CH3:27])[CH3:26])=[O:23])[CH2:17]2)[CH:5]=[CH:4][CH:3]=1.CCN(CC)CC.[CH3:40][S:41](Cl)(=[O:43])=[O:42].O. Product: [F:1][C:2]1[C:7]([C:8]2[CH:13]=[CH:12][CH:11]=[C:10]([CH3:14])[CH:9]=2)=[C:6]([C@H:15]([O:29][CH2:30][CH2:31][O:32][S:41]([CH3:40])(=[O:43])=[O:42])[C@@H:16]2[O:21][CH2:20][CH2:19][N:18]([C:22]([O:24][C:25]([CH3:26])([CH3:27])[CH3:28])=[O:23])[CH2:17]2)[CH:5]=[CH:4][CH:3]=1. The catalyst class is: 2. (3) Reactant: [NH:1]1[CH2:6][CH2:5][CH:4]([C:7]([O:9][CH3:10])=[O:8])[CH2:3][CH2:2]1.F[C:12]1[CH:17]=[CH:16][C:15]([N+:18]([O-:20])=[O:19])=[CH:14][CH:13]=1.C(N(CC)CC)C. Product: [N+:18]([C:15]1[CH:16]=[CH:17][C:12]([N:1]2[CH2:6][CH2:5][CH:4]([C:7]([O:9][CH3:10])=[O:8])[CH2:3][CH2:2]2)=[CH:13][CH:14]=1)([O-:20])=[O:19]. The catalyst class is: 10. (4) Reactant: [Br:1][C:2]1[CH:7]=[CH:6][C:5]([F:8])=[CH:4][C:3]=1[CH2:9]Br.[Na+].[I-].[C:13]([S-:15])#[N:14].[K+]. Product: [Br:1][C:2]1[CH:7]=[CH:6][C:5]([F:8])=[CH:4][C:3]=1[CH2:9][N:14]=[C:13]=[S:15]. The catalyst class is: 18. (5) Reactant: C[Si]([N-][Si](C)(C)C)(C)C.[Li+].CO[C:13]([C:15]1[C:23]2[C:18](=[N:19][CH:20]=[CH:21][CH:22]=2)[N:17]([S:24]([C:27]2[CH:32]=[CH:31][CH:30]=[CH:29][CH:28]=2)(=[O:26])=[O:25])[C:16]=1[CH2:33][N:34]([CH2:45][C:46]#[N:47])S(C1C=CC(C)=CC=1)(=O)=O)=[O:14]. Product: [C:27]1([S:24]([N:17]2[C:16]3[CH:33]=[N:34][C:45]([C:46]#[N:47])=[C:13]([OH:14])[C:15]=3[C:23]3[CH:22]=[CH:21][CH:20]=[N:19][C:18]2=3)(=[O:25])=[O:26])[CH:28]=[CH:29][CH:30]=[CH:31][CH:32]=1. The catalyst class is: 1. (6) Reactant: [N:1]1([C:7]2[CH:25]=[CH:24][C:10]([CH2:11][C:12]([CH3:23])([C:18]([O:20][CH2:21][CH3:22])=[O:19])[C:13]([O:15][CH2:16][CH3:17])=[O:14])=[CH:9][CH:8]=2)[CH2:6][CH2:5][NH:4][CH2:3][CH2:2]1.[CH2:26]=O. Product: [CH3:26][N:4]1[CH2:5][CH2:6][N:1]([C:7]2[CH:8]=[CH:9][C:10]([CH2:11][C:12]([CH3:23])([C:18]([O:20][CH2:21][CH3:22])=[O:19])[C:13]([O:15][CH2:16][CH3:17])=[O:14])=[CH:24][CH:25]=2)[CH2:2][CH2:3]1. The catalyst class is: 106. (7) Reactant: [C:1]([NH:5][C:6]([C:8]1[C:16]2[C:11](=[N:12][CH:13]=[C:14]([C:17]3[C:25]4[C:20](=[CH:21][CH:22]=[C:23]([O:26][CH:27]([F:29])[F:28])[CH:24]=4)[NH:19][N:18]=3)[N:15]=2)[N:10]([CH2:30][O:31][CH2:32][CH2:33][Si:34]([CH3:37])([CH3:36])[CH3:35])[CH:9]=1)=[O:7])([CH3:4])([CH3:3])[CH3:2].Cl[CH2:39][CH2:40][CH2:41][N:42]1[CH2:46][CH2:45][C:44]([F:48])([F:47])[CH2:43]1.C(=O)([O-])[O-].[Cs+].[Cs+]. Product: [C:1]([NH:5][C:6]([C:8]1[C:16]2[C:11](=[N:12][CH:13]=[C:14]([C:17]3[C:25]4[C:20](=[CH:21][CH:22]=[C:23]([O:26][CH:27]([F:28])[F:29])[CH:24]=4)[N:19]([CH2:39][CH2:40][CH2:41][N:42]4[CH2:46][CH2:45][C:44]([F:48])([F:47])[CH2:43]4)[N:18]=3)[N:15]=2)[N:10]([CH2:30][O:31][CH2:32][CH2:33][Si:34]([CH3:37])([CH3:36])[CH3:35])[CH:9]=1)=[O:7])([CH3:4])([CH3:3])[CH3:2]. The catalyst class is: 9. (8) Reactant: [CH3:1][C:2]([CH2:12][CH2:13][CH2:14][CH:15]([CH3:22])[CH2:16][CH2:17][CH2:18][CH:19]([CH3:21])[CH3:20])=[CH:3][C:4]([O:6][CH2:7][CH:8]([CH2:10][OH:11])[OH:9])=[O:5]. Product: [CH3:1][C:2]([CH2:12][CH2:13][CH2:14][CH:15]([CH3:22])[CH2:16][CH2:17][CH2:18][CH:19]([CH3:21])[CH3:20])=[CH:3][C:4]([O:6][CH2:7][CH:8]([CH2:10][OH:11])[OH:9])=[O:5].[OH2:5]. The catalyst class is: 6.